Dataset: Catalyst prediction with 721,799 reactions and 888 catalyst types from USPTO. Task: Predict which catalyst facilitates the given reaction. Reactant: [H-].[Na+].[SH:3][C:4]1[NH:5][C:6](=[O:14])[CH:7]=[C:8]([S:12][CH3:13])[C:9]=1[C:10]#[N:11].Br[CH2:16][C:17]([NH2:19])=[O:18].Cl. Product: [C:10]([C:9]1[C:8]([S:12][CH3:13])=[CH:7][C:6](=[O:14])[NH:5][C:4]=1[S:3][CH2:16][C:17]([NH2:19])=[O:18])#[N:11]. The catalyst class is: 3.